This data is from Reaction yield outcomes from USPTO patents with 853,638 reactions. The task is: Predict the reaction yield, written as a fraction of the theoretical maximum amount of product (1.0 means a 100% yield; for example, 0.34 means a 34% yield). (1) The reactants are [CH2:1]([N:8]1[C:12]([C:13]([F:16])([F:15])[F:14])=[C:11]([CH3:17])[C:10](B2OC(C)(C)C(C)(C)O2)=[C:9]1[C:27]([N:29]1[CH2:34][CH2:33][O:32][CH2:31][CH2:30]1)=[O:28])[C:2]1[CH:7]=[CH:6][CH:5]=[CH:4][CH:3]=1.[Li+].[OH-].Br[C:38]1[CH:43]=[CH:42][C:41]([O:44][C:45]([F:48])([F:47])[F:46])=[CH:40][C:39]=1[F:49].[OH-].[Na+]. The catalyst is CN(C=O)C.CC(C)([P](C(C)(C)C)([Pd][P](C(C)(C)C)(C(C)(C)C)C(C)(C)C)C(C)(C)C)C. The product is [CH2:1]([N:8]1[C:12]([C:13]([F:15])([F:14])[F:16])=[C:11]([CH3:17])[C:10]([C:38]2[CH:43]=[CH:42][C:41]([O:44][C:45]([F:48])([F:47])[F:46])=[CH:40][C:39]=2[F:49])=[C:9]1[C:27]([N:29]1[CH2:30][CH2:31][O:32][CH2:33][CH2:34]1)=[O:28])[C:2]1[CH:7]=[CH:6][CH:5]=[CH:4][CH:3]=1. The yield is 0.668. (2) The product is [Cl:1][C:2]1[CH:21]=[C:20]([Cl:22])[CH:19]=[CH:18][C:3]=1[CH2:4][N:5]1[C:9]([CH2:10][CH2:11][C:12]([NH:31][S:28]([CH2:23][CH2:24][CH2:25][CH2:26][CH3:27])(=[O:30])=[O:29])=[O:14])=[CH:8][C:7]([CH:15]([CH3:17])[CH3:16])=[N:6]1. The reactants are [Cl:1][C:2]1[CH:21]=[C:20]([Cl:22])[CH:19]=[CH:18][C:3]=1[CH2:4][N:5]1[C:9]([CH2:10][CH2:11][C:12]([OH:14])=O)=[CH:8][C:7]([CH:15]([CH3:17])[CH3:16])=[N:6]1.[CH2:23]([S:28]([NH2:31])(=[O:30])=[O:29])[CH2:24][CH2:25][CH2:26][CH3:27].N12CCCN=C1CCCCC2. The catalyst is O1CCCC1. The yield is 0.670. (3) The reactants are C([O:4][C:5]1[CH:12]=[CH:11][C:8]([CH:9]=[CH2:10])=[CH:7][CH:6]=1)(=O)C.C[O-].[Na+]. The catalyst is C(OCC)(=O)C. The product is [OH:4][C:5]1[CH:12]=[CH:11][C:8]([CH:9]=[CH2:10])=[CH:7][CH:6]=1. The yield is 0.540. (4) The reactants are FC(F)(F)C1C=C(NC(=O)NC2C=CC(C3SC(CCC(OC)=O)=NC=3)=CC=2)C=CC=1.[NH2:32][C:33]1[CH:38]=[CH:37][C:36]([C:39]2[S:43][C:42]([CH:44]3[CH2:49][CH2:48][N:47]([CH2:50][C:51]([O:53][CH2:54][CH3:55])=[O:52])[CH2:46][CH2:45]3)=[N:41][CH:40]=2)=[CH:35][CH:34]=1.[F:56][C:57]1[CH:62]=[C:61]([F:63])[CH:60]=[CH:59][C:58]=1[N:64]=[C:65]=[O:66]. No catalyst specified. The product is [F:56][C:57]1[CH:62]=[C:61]([F:63])[CH:60]=[CH:59][C:58]=1[NH:64][C:65](=[O:66])[NH:32][C:33]1[CH:38]=[CH:37][C:36]([C:39]2[S:43][C:42]([CH:44]3[CH2:49][CH2:48][N:47]([CH2:50][C:51]([O:53][CH2:54][CH3:55])=[O:52])[CH2:46][CH2:45]3)=[N:41][CH:40]=2)=[CH:35][CH:34]=1. The yield is 0.850. (5) The reactants are [H-].[Na+].[C:3]([CH2:6][C:7](=[O:9])[CH3:8])(=[O:5])[CH3:4].CCCCCC.C([Li])CCC.[CH2:21]([O:28][C:29]1[CH:36]=[CH:35][C:32]([CH2:33]I)=[CH:31][CH:30]=1)[C:22]1[CH:27]=[CH:26][CH:25]=[CH:24][CH:23]=1.Cl. The catalyst is C1COCC1.CN(C)P(=O)(N(C)C)N(C)C. The product is [CH2:21]([O:28][C:29]1[CH:30]=[CH:31][C:32]([CH2:33][CH2:8][C:7](=[O:9])[CH2:6][C:3](=[O:5])[CH3:4])=[CH:35][CH:36]=1)[C:22]1[CH:23]=[CH:24][CH:25]=[CH:26][CH:27]=1. The yield is 0.630. (6) The reactants are [F:1][C:2]1[CH:3]=[C:4]([CH:35]=[C:36]([F:38])[CH:37]=1)[C:5]([C:7]1[CH:8]=[C:9]2[C:13](=[CH:14][CH:15]=1)[NH:12][N:11]=[C:10]2[NH:16][C:17](=[O:34])[C:18]1[CH:23]=[CH:22][C:21]([N:24]2[CH2:29][CH2:28][N:27]([CH3:30])[CH2:26][CH2:25]2)=[CH:20][C:19]=1[N+:31]([O-:33])=[O:32])=O.[BH4-].[Na+]. The catalyst is C(Cl)Cl.FC(F)(F)C(O)=O. The product is [F:38][C:36]1[CH:35]=[C:4]([CH:3]=[C:2]([F:1])[CH:37]=1)[CH2:5][C:7]1[CH:8]=[C:9]2[C:13](=[CH:14][CH:15]=1)[NH:12][N:11]=[C:10]2[NH:16][C:17](=[O:34])[C:18]1[CH:23]=[CH:22][C:21]([N:24]2[CH2:25][CH2:26][N:27]([CH3:30])[CH2:28][CH2:29]2)=[CH:20][C:19]=1[N+:31]([O-:33])=[O:32]. The yield is 0.920. (7) The reactants are Br[C:2]1[N:3]=[C:4]([NH:23][CH2:24][CH:25]([CH3:27])[CH3:26])[C:5]2[N:6]([C:8]([C:11]3[CH:22]=[CH:21][C:14]([C:15]([NH:17][CH:18]4[CH2:20][CH2:19]4)=[O:16])=[CH:13][CH:12]=3)=[CH:9][N:10]=2)[CH:7]=1.CC1(C)C(C)(C)OB([C:36]2[CH:37]=[C:38]([CH2:42][C:43]([NH2:45])=[O:44])[CH:39]=[CH:40][CH:41]=2)O1.C(O)CC.C(=O)([O-])[O-].[K+].[K+]. The catalyst is C1(C=CC=CC=1)[P](C1C=CC=CC=1)(C1C=CC=CC=1)[Pd][P](C1C=CC=CC=1)(C1C=CC=CC=1)C1C=CC=CC=1.C1(P(C2C=CC=CC=2)C2C=CC=CC=2)C=CC=CC=1.O. The product is [NH2:45][C:43](=[O:44])[CH2:42][C:38]1[CH:37]=[C:36]([C:2]2[N:3]=[C:4]([NH:23][CH2:24][CH:25]([CH3:27])[CH3:26])[C:5]3[N:6]([C:8]([C:11]4[CH:22]=[CH:21][C:14]([C:15]([NH:17][CH:18]5[CH2:19][CH2:20]5)=[O:16])=[CH:13][CH:12]=4)=[CH:9][N:10]=3)[CH:7]=2)[CH:41]=[CH:40][CH:39]=1. The yield is 0.470. (8) The reactants are [NH2:1][C:2]1[N:3]([CH3:22])[C:4](=[O:21])[C:5]([C:14]2[CH:15]=[C:16]([CH:19]=[O:20])[NH:17][CH:18]=2)([C:7]2[CH:12]=[CH:11][CH:10]=[C:9]([Br:13])[CH:8]=2)[N:6]=1.C(=O)([O-])[O-].[Cs+].[Cs+].I[CH2:30][CH3:31]. The catalyst is CN(C=O)C.C(Cl)(Cl)Cl. The product is [NH2:1][C:2]1[N:3]([CH3:22])[C:4](=[O:21])[C:5]([C:14]2[CH:15]=[C:16]([CH:19]=[O:20])[N:17]([CH2:30][CH3:31])[CH:18]=2)([C:7]2[CH:12]=[CH:11][CH:10]=[C:9]([Br:13])[CH:8]=2)[N:6]=1. The yield is 0.730. (9) The yield is 0.710. No catalyst specified. The reactants are [CH3:1][N:2]1[C:6]([C:7]([OH:9])=O)=[CH:5][C:4]([NH:10][CH2:11][C:12]2[C:13]([C:18]3[CH:23]=[CH:22][CH:21]=[CH:20][N:19]=3)=[N:14][O:15][C:16]=2[CH3:17])=[N:3]1.[NH2:24][N:25]1[CH2:30][CH2:29][O:28][CH2:27][CH2:26]1. The product is [CH3:1][N:2]1[C:6]([C:7]([NH:24][N:25]2[CH2:30][CH2:29][O:28][CH2:27][CH2:26]2)=[O:9])=[CH:5][C:4]([NH:10][CH2:11][C:12]2[C:13]([C:18]3[CH:23]=[CH:22][CH:21]=[CH:20][N:19]=3)=[N:14][O:15][C:16]=2[CH3:17])=[N:3]1. (10) The reactants are [CH:1]([N:4]([C:11]1[CH:16]=[CH:15][C:14]([NH:17][C:18]2[CH:23]=[CH:22][CH:21]=[CH:20][CH:19]=2)=[CH:13][CH:12]=1)[C:5](=[O:10])[CH2:6][C:7](=O)[CH3:8])([CH3:3])[CH3:2].C(O)(=O)C.[NH3:28]. The catalyst is C(OCC)(=O)C. The product is [CH:1]([N:4]([C:11]1[CH:16]=[CH:15][C:14]([NH:17][C:18]2[CH:23]=[CH:22][CH:21]=[CH:20][CH:19]=2)=[CH:13][CH:12]=1)[C:5](=[O:10])/[CH:6]=[C:7](\[NH2:28])/[CH3:8])([CH3:3])[CH3:2]. The yield is 0.910.